This data is from Forward reaction prediction with 1.9M reactions from USPTO patents (1976-2016). The task is: Predict the product of the given reaction. (1) Given the reactants [H-].[Na+].[F:3][C:4]([F:11])([F:10])[C:5]([O:7]CC)=O.[C:12]([C:15]1[CH:25]=[C:24]([Cl:26])[C:18]2[O:19][CH2:20][C:21](=[O:23])[NH:22][C:17]=2[CH:16]=1)(=[O:14])[CH3:13].Cl, predict the reaction product. The product is: [Cl:26][C:24]1[C:18]2[O:19][CH2:20][C:21](=[O:23])[NH:22][C:17]=2[CH:16]=[C:15]([C:12](=[O:14])[CH2:13][C:5](=[O:7])[C:4]([F:3])([F:10])[F:11])[CH:25]=1. (2) Given the reactants [OH:1][C:2]1[CH:9]=[CH:8][C:5]([CH:6]=O)=[CH:4][CH:3]=1.[S:10]1[CH2:14][C:13](=[O:15])[NH:12][C:11]1=[O:16].N1CCCCC1.CC(O)=O, predict the reaction product. The product is: [OH:1][C:2]1[CH:9]=[CH:8][C:5]([CH:6]=[C:14]2[S:10][C:11](=[O:16])[NH:12][C:13]2=[O:15])=[CH:4][CH:3]=1. (3) Given the reactants [CH3:1][C:2]1([CH3:36])[C@@H:32]([OH:33])[CH2:31][CH2:30][C@@:29]2([CH3:34])[C:3]1=[CH:4][CH2:5][C@@H:6]1[C@@H:28]2[CH2:27][CH2:26][C@@:25]2([CH3:35])[C@H:7]1[CH2:8][CH2:9][C@@H:10]2[C@@H:11]([CH2:13][O:14][Si:15]([CH:22]([CH3:24])[CH3:23])([CH:19]([CH3:21])[CH3:20])[CH:16]([CH3:18])[CH3:17])[CH3:12].[C:37]([O:40]C(=O)C)(=[O:39])[CH3:38], predict the reaction product. The product is: [C:37]([OH:40])(=[O:39])[CH3:38].[CH3:36][C:2]1([CH3:1])[C:32](=[O:33])[CH2:31][CH2:30][C@@:29]2([CH3:34])[C:3]1=[CH:4][CH2:5][C@@H:6]1[C@@H:28]2[CH2:27][CH2:26][C@@:25]2([CH3:35])[C@H:7]1[CH2:8][CH2:9][C@@H:10]2[C@@H:11]([CH2:13][O:14][Si:15]([CH:19]([CH3:21])[CH3:20])([CH:16]([CH3:18])[CH3:17])[CH:22]([CH3:23])[CH3:24])[CH3:12]. (4) Given the reactants [F:1][C:2]1[C:11]2[N:10]([C:12]3[CH:19]=[CH:18][C:17]([C:20]([F:23])([F:22])[F:21])=[CH:16][C:13]=3[C:14]#[N:15])[CH2:9][CH2:8][O:7][C:6]=2[CH:5]=[CH:4][CH:3]=1.[Cl:24][S:25](O)(=[O:27])=[O:26], predict the reaction product. The product is: [C:14]([C:13]1[CH:16]=[C:17]([C:20]([F:23])([F:21])[F:22])[CH:18]=[CH:19][C:12]=1[N:10]1[CH2:9][CH2:8][O:7][C:6]2[CH:5]=[C:4]([S:25]([Cl:24])(=[O:27])=[O:26])[CH:3]=[C:2]([F:1])[C:11]1=2)#[N:15]. (5) Given the reactants [C:1]([CH2:3][N:4]1[C:10]2[CH:11]=[CH:12][CH:13]=[CH:14][C:9]=2[CH2:8][CH2:7][C:6]2[CH:15]=[C:16]([CH2:19][N:20]3[C:24]4=[N:25][C:26]([CH3:30])=[CH:27][C:28]([CH3:29])=[C:23]4[N:22]=[C:21]3[CH2:31][CH3:32])[CH:17]=[CH:18][C:5]1=2)#[N:2].NO.[N:35]1C=CC=CC=1.[C:41](Cl)(=[O:45])[O:42]CC.C(=O)([O-])O.[Na+].CC(C)([O-])C.[K+], predict the reaction product. The product is: [CH2:31]([C:21]1[N:20]([CH2:19][C:16]2[CH:17]=[CH:18][C:5]3[N:4]([CH2:3][C:1]4[NH:35][C:41](=[O:45])[O:42][N:2]=4)[C:10]4[CH:11]=[CH:12][CH:13]=[CH:14][C:9]=4[CH2:8][CH2:7][C:6]=3[CH:15]=2)[C:24]2=[N:25][C:26]([CH3:30])=[CH:27][C:28]([CH3:29])=[C:23]2[N:22]=1)[CH3:32]. (6) Given the reactants [CH3:1][O:2][C:3]([C:5]1([OH:18])[C:17]2[CH:16]=[CH:15][CH:14]=[CH:13][C:12]=2[C:11]2[C:6]1=[CH:7][CH:8]=[CH:9][CH:10]=2)=[O:4].[CH3:19][N:20]1[CH2:24]C[C@@H:22](O)[CH2:21]1, predict the reaction product. The product is: [CH3:19][N:20]1[CH2:21][CH2:22][C@@H:1]([O:2][C:3]([C:5]2([OH:18])[C:17]3[CH:16]=[CH:15][CH:14]=[CH:13][C:12]=3[C:11]3[C:6]2=[CH:7][CH:8]=[CH:9][CH:10]=3)=[O:4])[CH2:24]1. (7) Given the reactants [F:1][C:2]1([F:23])[CH2:5][N:4]([C:6]2[C:15]3[C:10](=[CH:11][CH:12]=[C:13]([C:16]([OH:18])=O)[CH:14]=3)[N:9]=[C:8]([C:19]([F:22])([F:21])[F:20])[CH:7]=2)[CH2:3]1.F[P-](F)(F)(F)(F)F.C[N+](C)=C(N(C)C)ON1C2N=CC=CC=2N=N1.C(N(CC)C(C)C)(C)C.Cl.[NH2:58][C@@H:59]([C:61]1[C:66]([F:67])=[CH:65][C:64]([NH:68][S:69]([CH3:72])(=[O:71])=[O:70])=[C:63]([CH3:73])[CH:62]=1)[CH3:60].C([O-])(O)=O.[Na+], predict the reaction product. The product is: [F:67][C:66]1[CH:65]=[C:64]([NH:68][S:69]([CH3:72])(=[O:71])=[O:70])[C:63]([CH3:73])=[CH:62][C:61]=1[C@H:59]([NH:58][C:16]([C:13]1[CH:14]=[C:15]2[C:10](=[CH:11][CH:12]=1)[N:9]=[C:8]([C:19]([F:20])([F:21])[F:22])[CH:7]=[C:6]2[N:4]1[CH2:5][C:2]([F:23])([F:1])[CH2:3]1)=[O:18])[CH3:60]. (8) The product is: [N:17]1[N:16]2[C:20]([N:21]=[C:22]3[CH2:28][CH2:27][CH2:26][CH2:25][CH2:24][C:23]3=[C:15]2[C:12]2[CH:11]=[CH:10][C:9]([OH:8])=[CH:14][CH:13]=2)=[CH:19][CH:18]=1. Given the reactants C([O:8][C:9]1[CH:14]=[CH:13][C:12]([C:15]2[N:16]3[C:20]([N:21]=[C:22]4[CH2:28][CH2:27][CH2:26][CH2:25][CH2:24][C:23]=24)=[CH:19][CH:18]=[N:17]3)=[CH:11][CH:10]=1)C1C=CC=CC=1.CCOC(C)=O, predict the reaction product. (9) Given the reactants [C:1]([C:3]1[CH:49]=[CH:48][C:6]2[N:7](COCC[Si](C)(C)C)[C:8]([C:10]([C:19]3[C:27]([O:28][CH:29]([F:31])[F:30])=[CH:26][C:25]([CH3:32])=[C:24]4[C:20]=3[CH:21]=[CH:22][N:23]4[C:33]([O:35][C:36]([CH3:39])([CH3:38])[CH3:37])=[O:34])([NH:12]S(C(C)(C)C)=O)[CH3:11])=[N:9][C:5]=2[CH:4]=1)#[N:2].C(C1C=CC2N=C(C(C3C(OC(F)F)=CC(C)=C4C=3C=CN4C(OC(C)(C)C)=O)(NS(C(C)(C)C)=O)C)N(COCC[Si](C)(C)C)C=2C=1)#N.Cl, predict the reaction product. The product is: [NH2:12][C:10]([C:19]1[C:27]([O:28][CH:29]([F:31])[F:30])=[CH:26][C:25]([CH3:32])=[C:24]2[C:20]=1[CH:21]=[CH:22][N:23]2[C:33]([O:35][C:36]([CH3:39])([CH3:38])[CH3:37])=[O:34])([C:8]1[NH:7][C:6]2[CH:48]=[CH:49][C:3]([C:1]#[N:2])=[CH:4][C:5]=2[N:9]=1)[CH3:11].